This data is from Reaction yield outcomes from USPTO patents with 853,638 reactions. The task is: Predict the reaction yield, written as a fraction of the theoretical maximum amount of product (1.0 means a 100% yield; for example, 0.34 means a 34% yield). (1) The reactants are [CH2:1]([O:8][C:9]([NH:11][C:12]1[C:13]([C:29](O)=[O:30])=[N:14][C:15]2[C:20]([CH:21]=1)=[CH:19][CH:18]=[C:17]([N:22]1[CH2:27][CH2:26][CH2:25][CH2:24][C:23]1=[O:28])[CH:16]=2)=[O:10])[C:2]1[CH:7]=[CH:6][CH:5]=[CH:4][CH:3]=1.[NH2:32][C:33]1[CH:34]=[N:35][CH:36]=[CH:37][C:38]=1[N:39]1[CH2:44][C@H:43]([CH3:45])[CH2:42][C@H:41]([NH:46][C:47](=[O:53])[O:48][C:49]([CH3:52])([CH3:51])[CH3:50])[CH2:40]1.CN(C(ON1N=NC2C=CC=NC1=2)=[N+](C)C)C.F[P-](F)(F)(F)(F)F.CCN(C(C)C)C(C)C. The catalyst is CN(C=O)C. The product is [C:49]([O:48][C:47]([NH:46][C@H:41]1[CH2:42][C@@H:43]([CH3:45])[CH2:44][N:39]([C:38]2[CH:37]=[CH:36][N:35]=[CH:34][C:33]=2[NH:32][C:29]([C:13]2[C:12]([NH:11][C:9](=[O:10])[O:8][CH2:1][C:2]3[CH:7]=[CH:6][CH:5]=[CH:4][CH:3]=3)=[CH:21][C:20]3[C:15](=[CH:16][C:17]([N:22]4[CH2:27][CH2:26][CH2:25][CH2:24][C:23]4=[O:28])=[CH:18][CH:19]=3)[N:14]=2)=[O:30])[CH2:40]1)=[O:53])([CH3:50])([CH3:51])[CH3:52]. The yield is 0.200. (2) The reactants are [O:1]=[C:2]1[CH2:7][CH2:6][CH2:5][CH2:4][N:3]1[C:8]([O:10][C:11]([CH3:14])([CH3:13])[CH3:12])=[O:9].[Li+].C[Si]([N-][Si](C)(C)C)(C)C.Br[CH2:26][CH:27]=[CH2:28].[CH2:29]1[CH2:33]OC[CH2:30]1. No catalyst specified. The product is [CH2:26]([C:7]1([CH2:33][CH:29]=[CH2:30])[CH2:6][CH2:5][CH2:4][N:3]([C:8]([O:10][C:11]([CH3:14])([CH3:13])[CH3:12])=[O:9])[C:2]1=[O:1])[CH:27]=[CH2:28]. The yield is 0.350.